From a dataset of Forward reaction prediction with 1.9M reactions from USPTO patents (1976-2016). Predict the product of the given reaction. (1) Given the reactants [C:1]([O:5][C:6]([NH:8][C:9]1([CH2:25][C:26]([O:28]CC)=[O:27])[CH2:14][CH2:13][N:12]([C:15]2[C:16]([N+:21]([O-:23])=[O:22])=[N:17][CH:18]=[CH:19][CH:20]=2)[CH2:11][CH:10]1[F:24])=[O:7])([CH3:4])([CH3:3])[CH3:2].[OH-].[Na+], predict the reaction product. The product is: [C:1]([O:5][C:6]([NH:8][C:9]1([CH2:25][C:26]([OH:28])=[O:27])[CH2:14][CH2:13][N:12]([C:15]2[C:16]([N+:21]([O-:23])=[O:22])=[N:17][CH:18]=[CH:19][CH:20]=2)[CH2:11][CH:10]1[F:24])=[O:7])([CH3:4])([CH3:2])[CH3:3]. (2) Given the reactants [CH3:1][O:2][C:3]1[N:4]=[C:5]2[C:10](=[CH:11][CH:12]=1)[N:9]=[CH:8][CH:7]=[C:6]2[NH:13][C:14]([N:16]1[CH2:21][CH2:20][NH:19][CH2:18][CH2:17]1)=[O:15].[CH:22]([C:24]1[CH:33]=[N:32][C:31]2[C:26](=[CH:27][CH:28]=[CH:29][CH:30]=2)[N:25]=1)=[CH2:23].C(O)(=O)C.[OH-].[Na+], predict the reaction product. The product is: [CH3:1][O:2][C:3]1[N:4]=[C:5]2[C:10](=[CH:11][CH:12]=1)[N:9]=[CH:8][CH:7]=[C:6]2[NH:13][C:14]([N:16]1[CH2:21][CH2:20][N:19]([CH2:23][CH2:22][C:24]2[CH:33]=[N:32][C:31]3[C:26](=[CH:27][CH:28]=[CH:29][CH:30]=3)[N:25]=2)[CH2:18][CH2:17]1)=[O:15]. (3) Given the reactants [C:1]([C:3]1[CH:11]=[CH:10][C:6]2[N:7]=[CH:8][S:9][C:5]=2[CH:4]=1)#[N:2].[H-].[Al+3].[Li+].[H-].[H-].[H-], predict the reaction product. The product is: [NH2:2][CH2:1][C:3]1[CH:11]=[CH:10][C:6]2[N:7]=[CH:8][S:9][C:5]=2[CH:4]=1. (4) The product is: [CH3:1][C:2]1[CH:17]=[CH:16][C:5]2[N:6]([CH2:9][C:10]3[CH:11]=[CH:12][N:13]=[CH:14][CH:15]=3)[CH:7]=[N:8][C:4]=2[C:3]=1[NH:18][C:20]([NH:19][C:22]1[CH:27]=[CH:26][C:25]([CH3:28])=[C:24]([C:29]([F:30])([F:32])[F:31])[CH:23]=1)=[O:21]. Given the reactants [CH3:1][C:2]1[CH:17]=[CH:16][C:5]2[N:6]([CH2:9][C:10]3[CH:15]=[CH:14][N:13]=[CH:12][CH:11]=3)[CH:7]=[N:8][C:4]=2[C:3]=1[NH2:18].[N:19]([C:22]1[CH:27]=[CH:26][C:25]([CH3:28])=[C:24]([C:29]([F:32])([F:31])[F:30])[CH:23]=1)=[C:20]=[O:21], predict the reaction product.